Predict the reactants needed to synthesize the given product. From a dataset of Full USPTO retrosynthesis dataset with 1.9M reactions from patents (1976-2016). (1) Given the product [Cl:1][CH2:2][Cl:3].[C:6]1(=[O:7])[CH2:8][CH2:10][CH2:9][CH2:5][CH2:4]1.[CH3:10][OH:11].[CH3:9][CH2:10][CH2:12][CH2:5][CH2:4][CH3:6], predict the reactants needed to synthesize it. The reactants are: [Cl:1][CH2:2][Cl:3].[CH2:4]([C:6]([CH3:8])=[O:7])[CH3:5].[CH3:9][C:10]([CH3:12])=[O:11]. (2) Given the product [C:33]1([C:31]2[N:32]=[C:26]([CH:11]3[CH2:12][CH:13]([C:15]4[CH:20]=[CH:19][C:18]([O:21][C:22]([F:23])([F:25])[F:24])=[CH:17][CH:16]=4)[CH2:14][N:9]([C:7]([N:1]4[CH2:6][CH2:5][O:4][CH2:3][CH2:2]4)=[O:8])[CH2:10]3)[O:28][N:30]=2)[CH:38]=[CH:37][CH:36]=[CH:35][CH:34]=1, predict the reactants needed to synthesize it. The reactants are: [N:1]1([C:7]([N:9]2[CH2:14][CH:13]([C:15]3[CH:20]=[CH:19][C:18]([O:21][C:22]([F:25])([F:24])[F:23])=[CH:17][CH:16]=3)[CH2:12][CH:11]([C:26]([OH:28])=O)[CH2:10]2)=[O:8])[CH2:6][CH2:5][O:4][CH2:3][CH2:2]1.O[N:30]=[C:31]([C:33]1[CH:38]=[CH:37][CH:36]=[CH:35][CH:34]=1)[NH2:32]. (3) Given the product [CH3:26][C:27]1[CH:28]=[CH:29][C:30]([C:33]2[O:34][C:35]3[CH2:36][NH:37][CH2:38][CH2:39][C:40]=3[N:41]=2)=[N:31][CH:32]=1.[CH3:26][C:27]1[CH:28]=[CH:29][C:30]([C:33]2[O:34][C:4]3[CH2:5][N:6]([C:10]4[CH:11]=[C:12]([CH:15]=[CH:16][CH:17]=4)[C:13]#[N:14])[CH2:7][CH2:8][C:9]=3[N:41]=2)=[N:31][CH:32]=1, predict the reactants needed to synthesize it. The reactants are: O1[C:9]2[CH2:8][CH2:7][N:6]([C:10]3[CH:11]=[C:12]([CH:15]=[CH:16][CH:17]=3)[C:13]#[N:14])[CH2:5][C:4]=2N=C1C1C=C(C=CC=1)C#N.[CH3:26][C:27]1[CH:28]=[CH:29][C:30]([C:33]2[O:34][C:35]3[CH2:36][NH:37][CH2:38][CH2:39][C:40]=3[N:41]=2)=[N:31][CH:32]=1.CC1C=CC(C(O)=O)=NC=1. (4) Given the product [Cl:1][C:2]1[S:9][C:8]2[C:7]3([CH:10]([C:11]4[CH:16]=[CH:15][CH:14]=[C:13]([Cl:17])[C:12]=4[F:18])[CH:28]([C:27]([O:26][C:22]([CH3:23])([CH3:24])[CH3:25])=[O:36])[NH:29][CH:30]3[CH2:31][C:32]([CH3:35])([CH3:34])[CH3:33])[C:6](=[O:19])[NH:5][C:4]=2[CH:3]=1, predict the reactants needed to synthesize it. The reactants are: [Cl:1][C:2]1[S:9][C:8]2/[C:7](=[CH:10]\[C:11]3[CH:16]=[CH:15][CH:14]=[C:13]([Cl:17])[C:12]=3[F:18])/[C:6](=[O:19])[NH:5][C:4]=2[CH:3]=1.[Li+].[OH-].[C:22]([O:26][C:27](=[O:36])[CH2:28]/[N:29]=[CH:30]/[CH2:31][C:32]([CH3:35])([CH3:34])[CH3:33])([CH3:25])([CH3:24])[CH3:23]. (5) Given the product [C:24]([C:21]1[CH:22]=[CH:23][C:18]([C:15]2[CH:16]=[CH:17][C:12]([S:9]([NH:8][C:6]3[CH:5]=[CH:4][CH:3]=[C:2]([NH:1][CH2:26][CH3:27])[N:7]=3)(=[O:11])=[O:10])=[CH:13][CH:14]=2)=[CH:19][CH:20]=1)#[N:25], predict the reactants needed to synthesize it. The reactants are: [NH2:1][C:2]1[N:7]=[C:6]([NH:8][S:9]([C:12]2[CH:17]=[CH:16][C:15]([C:18]3[CH:23]=[CH:22][C:21]([C:24]#[N:25])=[CH:20][CH:19]=3)=[CH:14][CH:13]=2)(=[O:11])=[O:10])[CH:5]=[CH:4][CH:3]=1.[CH:26](=O)[CH3:27].C([BH3-])#N.[Na+]. (6) Given the product [C:1]([O:5][C:6]([NH:8][CH2:9][CH2:10][CH2:11][C@H:12]([NH:17][C:18]([C:20]1[C:21](=[O:34])[N:22]([CH2:26][C:27]2[CH:32]=[CH:31][CH:30]=[CH:29][C:28]=2[Cl:33])[CH:23]=[CH:24][CH:25]=1)=[O:19])[C:13]([OH:15])=[O:14])=[O:7])([CH3:4])([CH3:2])[CH3:3], predict the reactants needed to synthesize it. The reactants are: [C:1]([O:5][C:6]([NH:8][CH2:9][CH2:10][CH2:11][C@H:12]([NH:17][C:18]([C:20]1[C:21](=[O:34])[N:22]([CH2:26][C:27]2[CH:32]=[CH:31][CH:30]=[CH:29][C:28]=2[Cl:33])[CH:23]=[CH:24][CH:25]=1)=[O:19])[C:13]([O:15]C)=[O:14])=[O:7])([CH3:4])([CH3:3])[CH3:2].[OH-].[Na+]. (7) Given the product [Br:15][C:6]1[CH:5]=[N:4][N:3]([CH2:1][CH3:2])[C:7]=1[C:8]1[CH:13]=[CH:12][C:11]([F:14])=[CH:10][CH:9]=1, predict the reactants needed to synthesize it. The reactants are: [CH2:1]([N:3]1[C:7]([C:8]2[CH:13]=[CH:12][C:11]([F:14])=[CH:10][CH:9]=2)=[CH:6][CH:5]=[N:4]1)[CH3:2].[Br:15]N1C(=O)CCC1=O.